This data is from Forward reaction prediction with 1.9M reactions from USPTO patents (1976-2016). The task is: Predict the product of the given reaction. (1) Given the reactants [I-].[CH3:2][S+](C)(C)=O.[H-].[Na+].[O:9]=[C:10]1[CH2:15][CH2:14][N:13]([C:16]([O:18][C:19]([CH3:22])([CH3:21])[CH3:20])=[O:17])[CH2:12][CH2:11]1.[Cl-].[NH4+], predict the reaction product. The product is: [O:9]1[C:10]2([CH2:11][CH2:12][N:13]([C:16]([O:18][C:19]([CH3:22])([CH3:21])[CH3:20])=[O:17])[CH2:14][CH2:15]2)[CH2:2]1. (2) Given the reactants [C:9](O[C:9]([O:11][C:12]([CH3:15])([CH3:14])[CH3:13])=[O:10])([O:11][C:12]([CH3:15])([CH3:14])[CH3:13])=[O:10].[NH2:16][C:17]1[NH:21][N:20]=[C:19]([C:22]2[CH:27]=[CH:26][C:25]([O:28][CH3:29])=[CH:24][CH:23]=2)[CH:18]=1.[OH-].[K+], predict the reaction product. The product is: [C:12]([O:11][C:9]([N:21]1[C:17]([NH2:16])=[CH:18][C:19]([C:22]2[CH:27]=[CH:26][C:25]([O:28][CH3:29])=[CH:24][CH:23]=2)=[N:20]1)=[O:10])([CH3:13])([CH3:14])[CH3:15]. (3) Given the reactants [CH3:1][CH:2]1[CH2:7][CH2:6][CH2:5][CH2:4][NH:3]1.[OH-].[K+].[C:10]([O:13]CC)(=[O:12])[CH3:11], predict the reaction product. The product is: [CH3:1][CH:2]1[CH2:7][CH2:6][CH2:5][CH2:4][N:3]1[C:2]1[CH:7]=[CH:6][C:11]([C:10]([OH:13])=[O:12])=[CH:4][N:3]=1. (4) Given the reactants [C:1]1([C:11]([OH:13])=O)[C:10]2[CH2:9][CH2:8][CH2:7][CH2:6][C:5]=2[CH:4]=[CH:3][CH:2]=1.[CH2:14]([O:16][C:17]([C:19]1([NH2:30])[C@H:27]([CH3:28])[C:26]2[C:21](=[CH:22][CH:23]=[CH:24][CH:25]=2)[C@@H:20]1[CH3:29])=[O:18])[CH3:15].CN(C(ON1N=NC2C=CC=NC1=2)=[N+](C)C)C.F[P-](F)(F)(F)(F)F.CCN(C(C)C)C(C)C, predict the reaction product. The product is: [CH2:14]([O:16][C:17]([C:19]1([NH:30][C:11]([C:1]2[C:10]3[CH2:9][CH2:8][CH2:7][CH2:6][C:5]=3[CH:4]=[CH:3][CH:2]=2)=[O:13])[C@H:27]([CH3:28])[C:26]2[C:21](=[CH:22][CH:23]=[CH:24][CH:25]=2)[C@@H:20]1[CH3:29])=[O:18])[CH3:15]. (5) Given the reactants Cl[C:2]1[C:7]([CH:8]=O)=[CH:6][N:5]=[C:4]2[NH:10][CH:11]=[CH:12][C:3]=12.Cl.[CH2:14]([N:21]1[CH2:26][CH2:25][CH2:24][CH:23]([NH:27][NH2:28])[CH2:22]1)[C:15]1[CH:20]=[CH:19][CH:18]=[CH:17][CH:16]=1, predict the reaction product. The product is: [CH2:14]([N:21]1[CH2:26][CH2:25][CH2:24][CH:23]([N:27]2[C:2]3=[C:3]4[CH:12]=[CH:11][NH:10][C:4]4=[N:5][CH:6]=[C:7]3[CH:8]=[N:28]2)[CH2:22]1)[C:15]1[CH:16]=[CH:17][CH:18]=[CH:19][CH:20]=1. (6) Given the reactants C([O:3][C:4]([CH:6]1[CH2:8][CH:7]1[C:9]([N:11]1[CH2:38][C:19]2([CH2:24][CH2:23][N:22]([C:25]([O:27][CH:28]3[CH:35]4[CH2:36][CH:31]5[CH2:32][CH:33]([CH2:37][CH:29]3[CH2:30]5)[CH2:34]4)=[O:26])[CH2:21][CH2:20]2)[C:18]2[C:13](=[CH:14][CH:15]=[CH:16][CH:17]=2)[CH2:12]1)=[O:10])=[O:5])C.[Li+].[OH-], predict the reaction product. The product is: [CH:29]12[CH2:37][CH:33]3[CH2:32][CH:31]([CH2:36][CH:35]([CH2:34]3)[CH:28]1[O:27][C:25]([N:22]1[CH2:21][CH2:20][C:19]3([C:18]4[C:13](=[CH:14][CH:15]=[CH:16][CH:17]=4)[CH2:12][N:11]([C:9]([CH:7]4[CH2:8][CH:6]4[C:4]([OH:5])=[O:3])=[O:10])[CH2:38]3)[CH2:24][CH2:23]1)=[O:26])[CH2:30]2. (7) Given the reactants [F:1][C:2]1[CH:7]=[CH:6][C:5]([OH:8])=[C:4]([NH2:9])[CH:3]=1.C(OC([N:17]1[CH:22]([CH3:23])[CH2:21][CH2:20][CH:19]([C:24](O)=O)[CH2:18]1)=O)(C)(C)C.C([O-])(O)=O.[Na+].CC(OC(OC(OC(C)(C)C)=O)=O)(C)C.Cl.Cl.CCOC(C)=O, predict the reaction product. The product is: [F:1][C:2]1[CH:7]=[CH:6][C:5]2[O:8][C:24]([CH:19]3[CH2:20][CH2:21][CH:22]([CH3:23])[NH:17][CH2:18]3)=[N:9][C:4]=2[CH:3]=1. (8) Given the reactants [NH2:1][N:2]1[C:7](=[O:8])[C:6]2[S:9][CH:10]=[CH:11][C:5]=2[C:4]([C:12]2[CH:17]=[CH:16][CH:15]=[CH:14][CH:13]=2)=[N:3]1.[C:18]12([CH2:28][C:29](O)=[O:30])[CH2:27][CH:22]3[CH2:23][CH:24]([CH2:26][CH:20]([CH2:21]3)[CH2:19]1)[CH2:25]2, predict the reaction product. The product is: [C:18]12([CH2:28][C:29]([NH:1][N:2]3[C:7](=[O:8])[C:6]4[S:9][CH:10]=[CH:11][C:5]=4[C:4]([C:12]4[CH:17]=[CH:16][CH:15]=[CH:14][CH:13]=4)=[N:3]3)=[O:30])[CH2:25][CH:24]3[CH2:23][CH:22]([CH2:21][CH:20]([CH2:26]3)[CH2:19]1)[CH2:27]2. (9) The product is: [CH3:1][O:2][C:3]1[CH:8]=[CH:7][CH:6]=[C:5]2[C:4]=1[N:9]=[CH:4][CH:3]=[C:8]2[CH3:7]. Given the reactants [CH3:1][O:2][C:3]1[C:4]([NH2:9])=[CH:5][CH:6]=[CH:7][CH:8]=1, predict the reaction product.